This data is from TCR-epitope binding with 47,182 pairs between 192 epitopes and 23,139 TCRs. The task is: Binary Classification. Given a T-cell receptor sequence (or CDR3 region) and an epitope sequence, predict whether binding occurs between them. (1) The epitope is CTELKLSDY. The TCR CDR3 sequence is CATTGGNYGYTF. Result: 0 (the TCR does not bind to the epitope). (2) The epitope is HPKVSSEVHI. The TCR CDR3 sequence is CASRGADTGELFF. Result: 1 (the TCR binds to the epitope). (3) The epitope is NLVPMVATV. The TCR CDR3 sequence is CASRPGELLLHF. Result: 1 (the TCR binds to the epitope). (4) The epitope is TVYDPLQPELDSFK. The TCR CDR3 sequence is CASSVTGDEQFF. Result: 0 (the TCR does not bind to the epitope). (5) The epitope is RQLLFVVEV. The TCR CDR3 sequence is CASSLAQARETQYF. Result: 1 (the TCR binds to the epitope). (6) The epitope is KLSYGIATV. The TCR CDR3 sequence is CASSQDTLAGEQYF. Result: 1 (the TCR binds to the epitope).